Dataset: Forward reaction prediction with 1.9M reactions from USPTO patents (1976-2016). Task: Predict the product of the given reaction. The product is: [CH3:35][O:34][C:11]1[CH:10]=[C:9]([OH:8])[CH:14]=[CH:13][C:12]=1[C:15]1[N:19]([CH3:20])[C:18]([C:21]23[CH2:26][CH2:25][C:24]([CH2:29][CH2:30][CH2:31][CH2:32][CH3:33])([CH2:27][CH2:28]2)[CH2:23][CH2:22]3)=[N:17][N:16]=1. Given the reactants C([O:8][C:9]1[CH:14]=[CH:13][C:12]([C:15]2[N:19]([CH3:20])[C:18]([C:21]34[CH2:28][CH2:27][C:24]([CH2:29][CH2:30][CH2:31][CH2:32][CH3:33])([CH2:25][CH2:26]3)[CH2:23][CH2:22]4)=[N:17][N:16]=2)=[C:11]([O:34][CH3:35])[CH:10]=1)C1C=CC=CC=1, predict the reaction product.